From a dataset of Forward reaction prediction with 1.9M reactions from USPTO patents (1976-2016). Predict the product of the given reaction. (1) Given the reactants [F:1][C:2]1[CH:10]=[CH:9][C:5]([C:6](O)=[O:7])=[CH:4][C:3]=1[NH:11][C:12]([C:14]1[N:18]2[CH:19]=[CH:20][C:21]([C:23]3[N:24]([CH3:28])[N:25]=[CH:26][CH:27]=3)=[CH:22][C:17]2=[N:16][CH:15]=1)=[O:13].CCN=C=NCCCN(C)C.Cl.C1C=CC2N(O)N=NC=2C=1.[CH3:51][C@H:52]1[CH2:57][CH2:56][CH2:55][C@@H:54]([CH3:58])[N:53]1[CH2:59][CH2:60][NH2:61].C([O-])([O-])=O.[Na+].[Na+], predict the reaction product. The product is: [CH3:51][CH:52]1[CH2:57][CH2:56][CH2:55][CH:54]([CH3:58])[N:53]1[CH2:59][CH2:60][NH:61][C:6]([C:5]1[CH:9]=[CH:10][C:2]([F:1])=[C:3]([NH:11][C:12]([C:14]2[N:18]3[CH:19]=[CH:20][C:21]([C:23]4[N:24]([CH3:28])[N:25]=[CH:26][CH:27]=4)=[CH:22][C:17]3=[N:16][CH:15]=2)=[O:13])[CH:4]=1)=[O:7]. (2) Given the reactants Cl.Cl.[F:3][C:4]1[CH:5]=[C:6]([C@@H:11]2[CH2:15][N:14]([C:16]3[CH:17]=[N:18][N:19]([CH2:21][C:22]4[CH:27]=[CH:26][C:25]([O:28][CH3:29])=[CH:24][CH:23]=4)[CH:20]=3)[CH2:13][C@H:12]2[NH2:30])[CH:7]=[CH:8][C:9]=1[F:10].CCN(C(C)C)C(C)C.[CH2:40]([O:42][C:43]1[C:47]([CH3:48])=[C:46]([NH:49][C:50](=O)[O:51]C2C=CC=CC=2)[N:45]([C:59]2[CH:64]=[CH:63][CH:62]=[CH:61][CH:60]=2)[N:44]=1)[CH3:41], predict the reaction product. The product is: [F:3][C:4]1[CH:5]=[C:6]([C@@H:11]2[CH2:15][N:14]([C:16]3[CH:17]=[N:18][N:19]([CH2:21][C:22]4[CH:27]=[CH:26][C:25]([O:28][CH3:29])=[CH:24][CH:23]=4)[CH:20]=3)[CH2:13][C@H:12]2[NH:30][C:50]([NH:49][C:46]2[N:45]([C:59]3[CH:64]=[CH:63][CH:62]=[CH:61][CH:60]=3)[N:44]=[C:43]([O:42][CH2:40][CH3:41])[C:47]=2[CH3:48])=[O:51])[CH:7]=[CH:8][C:9]=1[F:10]. (3) Given the reactants C([NH:4][C@H:5]([C:7]([O:9]C(=O)[C@H](C)NC(O)=O)=[O:8])[CH3:6])(O)=[O:2].C([NH:21][C@@H:22]1[C:28](=[O:29])[O:27][C:25](=[O:26])[CH:24]([CH3:30])[CH2:23]1)(O)=O, predict the reaction product. The product is: [CH3:6][C@H:5]([NH2:4])[C:7]([OH:9])=[O:8].[CH3:30][CH:24]([C:25]([OH:26])=[O:2])[CH2:23][C@@H:22]([C:28]([OH:27])=[O:29])[NH2:21]. (4) The product is: [CH:46]1([C:45]2[NH:44][N:43]=[C:41]3[C:40]=2[C:39]([O:50][CH3:51])=[CH:38][C:37]([CH2:54][C:55]2[CH:64]=[CH:63][C:62]4[C:57](=[CH:58][CH:59]=[CH:60][CH:61]=4)[CH:56]=2)=[N:42]3)[CH2:49][CH2:48][CH2:47]1. Given the reactants N#N.COC1C=CC=C(OC)C=1C1C=CC=CC=1P(C1CCCCC1)C1CCCCC1.ClC(Cl)C.Cl[C:37]1[N:42]=[C:41]2[NH:43][N:44]=[C:45]([CH:46]3[CH2:49][CH2:48][CH2:47]3)[C:40]2=[C:39]([O:50][CH3:51])[CH:38]=1.Br[Zn][CH2:54][C:55]1[CH:64]=[CH:63][C:62]2[C:57](=[CH:58][CH:59]=[CH:60][CH:61]=2)[CH:56]=1, predict the reaction product. (5) Given the reactants C([O:8][N:9]1[C:14]2[N:15]=[CH:16][N:17]=[C:18]([CH3:19])[C:13]=2[C:12]([NH:20][CH2:21][C:22]2[CH:27]=[CH:26][CH:25]=[CH:24][C:23]=2[O:28][C:29]([F:32])([F:31])[F:30])=[CH:11][C:10]1=[O:33])C1C=CC=CC=1.[H][H], predict the reaction product. The product is: [OH:8][N:9]1[C:14]2[N:15]=[CH:16][N:17]=[C:18]([CH3:19])[C:13]=2[C:12]([NH:20][CH2:21][C:22]2[CH:27]=[CH:26][CH:25]=[CH:24][C:23]=2[O:28][C:29]([F:32])([F:31])[F:30])=[CH:11][C:10]1=[O:33]. (6) Given the reactants O[C:2]1[CH:6]=[CH:5][S:4][CH:3]=1.[Cl:7][C:8]1[N:16]=[C:15]2[C:11]([NH:12][CH:13]=[N:14]2)=[C:10]([Cl:17])[N:9]=1.C1(P(C2C=CC=CC=2)C2C=CC=CC=2)C=CC=CC=1.CCOC(/N=N/C(OCC)=O)=O, predict the reaction product. The product is: [Cl:7][C:8]1[N:16]=[C:15]2[C:11]([N:12]=[CH:13][N:14]2[CH:2]2[CH2:6][CH2:5][S:4][CH2:3]2)=[C:10]([Cl:17])[N:9]=1. (7) Given the reactants [OH:1][C:2]1[CH:10]=[CH:9][C:8]([C:11]2[N:12]([C:27]([O:29][C:30]([CH3:33])([CH3:32])[CH3:31])=[O:28])[C:13]3[C:18]([CH:19]=2)=[CH:17][C:16]([CH2:20][N:21]2[CH2:26][CH2:25][CH2:24][CH2:23][CH2:22]2)=[CH:15][CH:14]=3)=[C:7]2[C:3]=1[CH2:4][NH:5][C:6]2=[O:34].C(N(CC)CC)C.[Cl:42][C:43]1[CH:44]=[C:45]([S:50](Cl)(=[O:52])=[O:51])[CH:46]=[C:47]([Cl:49])[CH:48]=1, predict the reaction product. The product is: [Cl:49][C:47]1[CH:46]=[C:45]([S:50]([O:1][C:2]2[CH:10]=[CH:9][C:8]([C:11]3[N:12]([C:27]([O:29][C:30]([CH3:31])([CH3:33])[CH3:32])=[O:28])[C:13]4[C:18]([CH:19]=3)=[CH:17][C:16]([CH2:20][N:21]3[CH2:26][CH2:25][CH2:24][CH2:23][CH2:22]3)=[CH:15][CH:14]=4)=[C:7]3[C:3]=2[CH2:4][NH:5][C:6]3=[O:34])(=[O:51])=[O:52])[CH:44]=[C:43]([Cl:42])[CH:48]=1. (8) Given the reactants [NH2:1][C:2]1[N:3]([C:25]2[CH:30]=[CH:29][C:28]([CH2:31][CH2:32][OH:33])=[CH:27][CH:26]=2)[N:4]=[C:5]2[C:14]3[CH:13]=[CH:12][CH:11]=[CH:10][C:9]=3[N:8]([CH2:15][C:16]3[CH:21]=[CH:20][C:19]([O:22][CH3:23])=[CH:18][CH:17]=3)[C:7](=[O:24])[C:6]=12.[C:34](OC(=O)C)(=[O:36])[CH3:35], predict the reaction product. The product is: [OH:33][CH2:32][CH2:31][C:28]1[CH:27]=[CH:26][C:25]([N:3]2[C:2]([NH:1][C:34](=[O:36])[CH3:35])=[C:6]3[C:7](=[O:24])[N:8]([CH2:15][C:16]4[CH:21]=[CH:20][C:19]([O:22][CH3:23])=[CH:18][CH:17]=4)[C:9]4[CH:10]=[CH:11][CH:12]=[CH:13][C:14]=4[C:5]3=[N:4]2)=[CH:30][CH:29]=1. (9) Given the reactants [C:1]([N:5]([CH2:13][CH2:14][C:15]([CH3:20])([CH3:19])[CH2:16][C:17]#[CH:18])[C:6](=[O:12])[C:7]([O:9]CC)=[O:8])([CH3:4])([CH3:3])[CH3:2].[OH-].[K+].O1CCOCC1, predict the reaction product. The product is: [C:1]([N:5]([CH2:13][CH2:14][C:15]([CH3:20])([CH3:19])[CH2:16][C:17]#[CH:18])[C:6](=[O:12])[C:7]([OH:9])=[O:8])([CH3:4])([CH3:3])[CH3:2]. (10) The product is: [F:20][C:21]([F:34])([F:33])[S:22]([O:25][Si:7]([CH2:1][CH2:2][CH2:3][CH2:4][CH2:5][CH3:6])([CH3:19])[CH3:18])(=[O:24])=[O:23]. Given the reactants [CH2:1]([Si:7]([CH3:19])([CH3:18])N[Si:7]([CH3:19])([CH3:18])[CH2:1][CH2:2][CH2:3][CH2:4][CH2:5][CH3:6])[CH2:2][CH2:3][CH2:4][CH2:5][CH3:6].[F:20][C:21]([F:34])([F:33])[S:22]([O:25]S(C(F)(F)F)(=O)=O)(=[O:24])=[O:23], predict the reaction product.